This data is from Forward reaction prediction with 1.9M reactions from USPTO patents (1976-2016). The task is: Predict the product of the given reaction. (1) The product is: [C:29]([NH:28][C:25]1[CH:24]=[CH:23][C:22]([NH:21][C:2]2[CH:11]=[CH:10][N:9]=[C:8]3[C:3]=2[C:4]2[CH:16]=[CH:15][C:14]([C:17]([O:19][CH3:20])=[O:18])=[CH:13][C:5]=2[C:6](=[O:12])[NH:7]3)=[CH:27][CH:26]=1)(=[O:36])[C:30]1[CH:31]=[CH:32][CH:33]=[CH:34][CH:35]=1. Given the reactants Cl[C:2]1[CH:11]=[CH:10][N:9]=[C:8]2[C:3]=1[C:4]1[CH:16]=[CH:15][C:14]([C:17]([O:19][CH3:20])=[O:18])=[CH:13][C:5]=1[C:6](=[O:12])[NH:7]2.[NH2:21][C:22]1[CH:27]=[CH:26][C:25]([NH:28][C:29](=[O:36])[C:30]2[CH:35]=[CH:34][CH:33]=[CH:32][CH:31]=2)=[CH:24][CH:23]=1.Cl, predict the reaction product. (2) Given the reactants [Br:1][C:2]1[CH:3]=[CH:4][C:5]([C:8]([OH:10])=O)=[N:6][CH:7]=1.C1N=CN(C(N2C=NC=C2)=O)C=1.Cl.[NH2:24][CH2:25][C:26]1[CH:27]=[C:28]2[C:32](=[CH:33][CH:34]=1)[C:31](=[O:35])[N:30]([C@@:36]1([CH3:44])[CH2:41][CH2:40][C:39](=[O:42])[NH:38][C:37]1=[O:43])[C:29]2=[O:45].CC#N, predict the reaction product. The product is: [Br:1][C:2]1[CH:3]=[CH:4][C:5]([C:8]([NH:24][CH2:25][C:26]2[CH:27]=[C:28]3[C:32](=[CH:33][CH:34]=2)[C:31](=[O:35])[N:30]([C@@:36]2([CH3:44])[CH2:41][CH2:40][C:39](=[O:42])[NH:38][C:37]2=[O:43])[C:29]3=[O:45])=[O:10])=[N:6][CH:7]=1. (3) Given the reactants Cl.Cl.[Cl:3][C:4]1[CH:5]=[N:6][C:7]2[NH:8][C:9]3[CH:10]=[CH:11][CH:12]=[C:13]([CH:26]=3)[CH2:14][CH2:15][C:16]3[CH:24]=[C:20]([NH:21][C:22]=1[N:23]=2)[CH:19]=[CH:18][C:17]=3[NH2:25].C(N(CC)C(C)C)(C)C.[C:36](Cl)(Cl)=[O:37].C1(C)C=CC=CC=1.[NH2:47][CH2:48][CH2:49][NH:50][C:51]([O:53][C:54]([CH3:57])([CH3:56])[CH3:55])=[O:52], predict the reaction product. The product is: [Cl:3][C:4]1[CH:5]=[N:6][C:7]2[NH:8][C:9]3[CH:10]=[CH:11][CH:12]=[C:13]([CH:26]=3)[CH2:14][CH2:15][C:16]3[CH:24]=[C:20]([NH:21][C:22]=1[N:23]=2)[CH:19]=[CH:18][C:17]=3[NH:25][C:36]([NH:47][CH2:48][CH2:49][NH:50][C:51](=[O:52])[O:53][C:54]([CH3:57])([CH3:56])[CH3:55])=[O:37]. (4) Given the reactants C(Cl)(=O)C(Cl)=O.[Cl:7][C:8]1[CH:9]=[C:10]([CH:14]=[C:15]([Cl:17])[CH:16]=1)[C:11]([OH:13])=O.[NH2:18][C:19]1[CH:31]=[C:30]([CH2:32][CH2:33][C:34]2[CH:39]=[CH:38][CH:37]=[CH:36][CH:35]=2)[CH:29]=[CH:28][C:20]=1[C:21]([O:23][C:24]([CH3:27])([CH3:26])[CH3:25])=[O:22].C(=O)([O-])O.[Na+], predict the reaction product. The product is: [Cl:17][C:15]1[CH:14]=[C:10]([CH:9]=[C:8]([Cl:7])[CH:16]=1)[C:11]([NH:18][C:19]1[CH:31]=[C:30]([CH2:32][CH2:33][C:34]2[CH:35]=[CH:36][CH:37]=[CH:38][CH:39]=2)[CH:29]=[CH:28][C:20]=1[C:21]([O:23][C:24]([CH3:27])([CH3:26])[CH3:25])=[O:22])=[O:13]. (5) Given the reactants [Br:1][C:2]1[S:6][CH:5]=[C:4]([C@@H:7]2[CH2:9][C@H:8]2[C:10]([O:12]CC)=[O:11])[CH:3]=1.[OH-].[Na+].Cl, predict the reaction product. The product is: [Br:1][C:2]1[S:6][CH:5]=[C:4]([C@@H:7]2[CH2:9][C@H:8]2[C:10]([OH:12])=[O:11])[CH:3]=1.